Task: Predict the reaction yield, written as a fraction of the theoretical maximum amount of product (1.0 means a 100% yield; for example, 0.34 means a 34% yield).. Dataset: Reaction yield outcomes from USPTO patents with 853,638 reactions (1) The reactants are C([O:5][C:6](=[O:24])/[CH:7]=[CH:8]/[C:9]1[CH:10]=[N:11][C:12]2[NH:21][C:20](=[O:22])[C@H:19]3[N:15]([CH2:16][CH2:17][CH2:18]3)[CH2:14][C:13]=2[CH:23]=1)(C)(C)C.C(O)(C(F)(F)F)=O.C(Cl)[Cl:33]. The catalyst is CCOCC. The product is [ClH:33].[O:22]=[C:20]1[C@H:19]2[N:15]([CH2:16][CH2:17][CH2:18]2)[CH2:14][C:13]2[CH:23]=[C:9](/[CH:8]=[CH:7]/[C:6]([OH:24])=[O:5])[CH:10]=[N:11][C:12]=2[NH:21]1. The yield is 0.880. (2) The product is [CH2:18]([N:20]([C:13](=[O:17])[CH2:14][CH3:15])[CH2:21][CH2:22][C:23]1[CH:24]=[CH:25][C:26]([OH:29])=[CH:27][CH:28]=1)[CH3:19]. The reactants are C(N1C=CN=C1)(N1C=CN=C1)=O.[C:13]([OH:17])(=O)[CH2:14][CH3:15].[CH2:18]([NH:20][CH2:21][CH2:22][C:23]1[CH:28]=[CH:27][C:26]([OH:29])=[CH:25][CH:24]=1)[CH3:19].CO. The yield is 0.430. The catalyst is O1CCCC1.C(OCC)(=O)C. (3) The reactants are Cl[C:2]1[C:3]([CH2:8][C:9]([O:11][CH2:12][CH3:13])=[O:10])=[N:4][CH:5]=[CH:6][N:7]=1.CN(C=O)C.[CH3:19][Si:20]([C:23]#[CH:24])([CH3:22])[CH3:21]. The catalyst is Cl[Pd](Cl)([P](C1C=CC=CC=1)(C1C=CC=CC=1)C1C=CC=CC=1)[P](C1C=CC=CC=1)(C1C=CC=CC=1)C1C=CC=CC=1.[Cu]I.C(N(CC)CC)C. The product is [CH3:19][Si:20]([C:23]#[C:24][C:2]1[C:3]([CH2:8][C:9]([O:11][CH2:12][CH3:13])=[O:10])=[N:4][CH:5]=[CH:6][N:7]=1)([CH3:22])[CH3:21]. The yield is 0.720. (4) The yield is 0.650. The product is [C:1]([CH:3]1[CH2:6][N:5]([C:7](=[O:40])[C@H:8]([NH:10][C:11]([C:13]2[C:21]3[C:16](=[N:17][CH:18]=[C:19]([C:22]4[N:23]=[CH:24][N:25]5[CH:30]=[C:29]([CH3:31])[CH:28]=[CH:27][C:26]=45)[N:20]=3)[NH:15][CH:14]=2)=[O:12])[CH3:9])[CH2:4]1)#[N:2]. The reactants are [C:1]([CH:3]1[CH2:6][N:5]([C:7](=[O:40])[C@H:8]([NH:10][C:11]([C:13]2[C:21]3[C:16](=[N:17][CH:18]=[C:19]([C:22]4[N:23]=[CH:24][N:25]5[CH:30]=[C:29]([CH3:31])[CH:28]=[CH:27][C:26]=45)[N:20]=3)[N:15](COCC[Si](C)(C)C)[CH:14]=2)=[O:12])[CH3:9])[CH2:4]1)#[N:2].FC(F)(F)C(O)=O.C(N)CN. The catalyst is ClCCl. (5) The reactants are Br[C:2]1[N:7]=[C:6]([C:8]2[N:12]([CH:13]3[CH2:18][CH2:17][O:16][CH2:15][CH2:14]3)[C:11]([CH3:19])=[N:10][CH:9]=2)[C:5]([F:20])=[CH:4][N:3]=1.[CH:21]1([NH2:27])[CH2:26][CH2:25][CH2:24][CH2:23][CH2:22]1. No catalyst specified. The product is [CH:21]1([NH:27][C:2]2[N:7]=[C:6]([C:8]3[N:12]([CH:13]4[CH2:18][CH2:17][O:16][CH2:15][CH2:14]4)[C:11]([CH3:19])=[N:10][CH:9]=3)[C:5]([F:20])=[CH:4][N:3]=2)[CH2:26][CH2:25][CH2:24][CH2:23][CH2:22]1. The yield is 0.670. (6) The product is [O:75]=[S:72]1(=[O:76])[CH2:73][CH2:74][CH:69]([C:63]2[CH:64]=[CH:65][CH:66]=[CH:67][CH:68]=2)[CH2:70][N:71]1[C:2]1[CH:3]=[C:4]([CH:9]=[C:10]([N+:12]([O-:14])=[O:13])[CH:11]=1)[C:5]([O:7][CH3:8])=[O:6]. The catalyst is C1C=CC(/C=C/C(/C=C/C2C=CC=CC=2)=O)=CC=1.C1C=CC(/C=C/C(/C=C/C2C=CC=CC=2)=O)=CC=1.C1C=CC(/C=C/C(/C=C/C2C=CC=CC=2)=O)=CC=1.[Pd].[Pd].C1(C)C=CC=CC=1. The reactants are Br[C:2]1[CH:3]=[C:4]([CH:9]=[C:10]([N+:12]([O-:14])=[O:13])[CH:11]=1)[C:5]([O:7][CH3:8])=[O:6].C([O-])([O-])=O.[Cs+].[Cs+].CC1(C)C2C(=C(P(C3C=CC=CC=3)C3C=CC=CC=3)C=CC=2)OC2C(P(C3C=CC=CC=3)C3C=CC=CC=3)=CC=CC1=2.[C:63]1([CH:69]2[CH2:74][CH2:73][S:72](=[O:76])(=[O:75])[NH:71][CH2:70]2)[CH:68]=[CH:67][CH:66]=[CH:65][CH:64]=1. The yield is 0.600. (7) The reactants are [C:1]([CH2:3][C:4]1[CH:5]=[C:6]2[C:11](=[CH:12][CH:13]=1)[C:10](=[O:14])[N:9]([CH2:15][CH:16]([CH3:18])[CH3:17])[C:8]([CH2:19][NH:20][C:21](=[O:27])[O:22][C:23]([CH3:26])([CH3:25])[CH3:24])=[C:7]2[C:28]1[CH:33]=[CH:32][CH:31]=[CH:30][CH:29]=1)#N.[OH-:34].[K+].C(O)C.[OH-:39].[Na+]. No catalyst specified. The product is [C:23]([O:22][C:21]([NH:20][CH2:19][C:8]1[N:9]([CH2:15][CH:16]([CH3:17])[CH3:18])[C:10](=[O:14])[C:11]2[C:6]([C:7]=1[C:28]1[CH:29]=[CH:30][CH:31]=[CH:32][CH:33]=1)=[CH:5][C:4]([CH2:3][C:1]([OH:39])=[O:34])=[CH:13][CH:12]=2)=[O:27])([CH3:25])([CH3:26])[CH3:24]. The yield is 0.870. (8) The yield is 0.930. The reactants are [F:1][C:2]([C:14]([F:17])([F:16])[F:15])([C:10]([F:13])([F:12])[F:11])[CH2:3][CH2:4][CH2:5][S:6](Cl)(=[O:8])=[O:7].[CH3:18][N:19]([CH3:24])[CH2:20][CH2:21][CH2:22][NH2:23]. The product is [CH3:18][N:19]([CH3:24])[CH2:20][CH2:21][CH2:22][NH:23][S:6]([CH2:5][CH2:4][CH2:3][C:2]([F:1])([C:14]([F:17])([F:16])[F:15])[C:10]([F:13])([F:12])[F:11])(=[O:8])=[O:7]. The catalyst is C(Cl)(Cl)Cl. (9) The reactants are [OH-].[Na+].[OH:3][CH2:4][CH:5]1[CH2:10]C[CH2:8][N:7]([C:11]2[CH:12]=[CH:13][C:14]([CH3:32])=[C:15]([CH:31]=2)[C:16]([NH:18][C:19]2[C:20]([CH3:30])=[C:21]([CH:26]=[CH:27][C:28]=2[CH3:29])[C:22]([O:24]C)=[O:23])=[O:17])[CH2:6]1. The catalyst is CO. The product is [OH:3][CH2:4][CH:5]1[CH2:10][CH2:8][N:7]([C:11]2[CH:12]=[CH:13][C:14]([CH3:32])=[C:15]([CH:31]=2)[C:16]([NH:18][C:19]2[C:20]([CH3:30])=[C:21]([CH:26]=[CH:27][C:28]=2[CH3:29])[C:22]([OH:24])=[O:23])=[O:17])[CH2:6]1. The yield is 0.560.